This data is from Forward reaction prediction with 1.9M reactions from USPTO patents (1976-2016). The task is: Predict the product of the given reaction. Given the reactants [OH-].[Na+].C1COCC1.CO.C[O:11][C:12]([C:14]1[CH:15]=[C:16]([CH2:20][CH2:21][CH:22]2[CH2:27][CH2:26][N:25]([C:28]([O:30][C:31]([CH3:34])([CH3:33])[CH3:32])=[O:29])[CH2:24][CH2:23]2)[CH:17]=[CH:18][CH:19]=1)=[O:13], predict the reaction product. The product is: [C:31]([O:30][C:28]([N:25]1[CH2:26][CH2:27][CH:22]([CH2:21][CH2:20][C:16]2[CH:15]=[C:14]([CH:19]=[CH:18][CH:17]=2)[C:12]([OH:13])=[O:11])[CH2:23][CH2:24]1)=[O:29])([CH3:34])([CH3:32])[CH3:33].